This data is from Forward reaction prediction with 1.9M reactions from USPTO patents (1976-2016). The task is: Predict the product of the given reaction. (1) Given the reactants F[C:2]1[C:10]([F:11])=[C:9]([F:12])[CH:8]=[CH:7][C:3]=1[C:4]([OH:6])=[O:5].C[Si]([N-][Si](C)(C)C)(C)C.[Li+].[CH3:23][C@H:24]1[O:29][C@@H:28]([CH3:30])[CH2:27][NH:26][CH2:25]1, predict the reaction product. The product is: [CH3:30][C@H:28]1[O:29][C@@H:24]([CH3:23])[CH2:25][N:26]([C:2]2[C:10]([F:11])=[C:9]([F:12])[CH:8]=[CH:7][C:3]=2[C:4]([OH:6])=[O:5])[CH2:27]1. (2) Given the reactants Br.[NH2:2][CH2:3][C:4]([NH:6][C@H:7]1[CH2:12][CH2:11][CH2:10][CH2:9][C@H:8]1[NH:13][C:14](=[O:25])[C:15]1[CH:20]=[CH:19][C:18]([S:21]([NH2:24])(=[O:23])=[O:22])=[CH:17][CH:16]=1)=[O:5].CN1CCOCC1.[F:33][C:34]([F:45])([F:44])[C:35]1[CH:40]=[CH:39][CH:38]=[CH:37][C:36]=1[N:41]=[C:42]=[O:43].CCOC(C)=O, predict the reaction product. The product is: [NH2:24][S:21]([C:18]1[CH:17]=[CH:16][C:15]([C:14]([NH:13][C@@H:8]2[CH2:9][CH2:10][CH2:11][CH2:12][C@@H:7]2[NH:6][C:4](=[O:5])[CH2:3][NH:2][C:42]([NH:41][C:36]2[CH:37]=[CH:38][CH:39]=[CH:40][C:35]=2[C:34]([F:33])([F:44])[F:45])=[O:43])=[O:25])=[CH:20][CH:19]=1)(=[O:23])=[O:22]. (3) Given the reactants [Cl:1][C:2]1[C:7]([CH2:8][NH:9][C:10]2[C:11]3[C:12](=[N:16][N:17]([CH2:19][C:20]4[CH:25]=[CH:24][C:23]([CH2:26][C:27]5[C:28]([O:33]C)=[N:29][CH:30]=[CH:31][CH:32]=5)=[CH:22][CH:21]=4)[CH:18]=3)[N:13]=[CH:14][N:15]=2)=[C:6]([F:35])[C:5]([O:36][CH3:37])=[CH:4][CH:3]=1.Cl, predict the reaction product. The product is: [Cl:1][C:2]1[C:7]([CH2:8][NH:9][C:10]2[C:11]3[C:12](=[N:16][N:17]([CH2:19][C:20]4[CH:21]=[CH:22][C:23]([CH2:26][C:27]5[C:28](=[O:33])[NH:29][CH:30]=[CH:31][CH:32]=5)=[CH:24][CH:25]=4)[CH:18]=3)[N:13]=[CH:14][N:15]=2)=[C:6]([F:35])[C:5]([O:36][CH3:37])=[CH:4][CH:3]=1. (4) Given the reactants C[Al](C)C.[CH3:5][O:6][C:7]1[CH:8]=[C:9]([CH2:15][CH2:16][C:17]2[CH:18]=[C:19]([NH2:22])[NH:20][N:21]=2)[CH:10]=[C:11]([O:13][CH3:14])[CH:12]=1.[CH2:23]1[CH:28]2[CH2:29][CH2:30][CH2:31][CH2:32][N:27]2[CH2:26][CH2:25][N:24]1[C:33]1[N:38]=[CH:37][C:36]([C:39](OC)=[O:40])=[CH:35][N:34]=1, predict the reaction product. The product is: [CH2:23]1[CH:28]2[CH2:29][CH2:30][CH2:31][CH2:32][N:27]2[CH2:26][CH2:25][N:24]1[C:33]1[N:38]=[CH:37][C:36]([C:39]([NH:22][C:19]2[NH:20][N:21]=[C:17]([CH2:16][CH2:15][C:9]3[CH:8]=[C:7]([O:6][CH3:5])[CH:12]=[C:11]([O:13][CH3:14])[CH:10]=3)[CH:18]=2)=[O:40])=[CH:35][N:34]=1. (5) Given the reactants CC(C)([O-])C.[Na+].C1(P(C2C=CC=CC=2)C2C=CC3C(=CC=CC=3)C=2C2C3C(=CC=CC=3)C=CC=2P(C2C=CC=CC=2)C2C=CC=CC=2)C=CC=CC=1.[C:53]([O:57][C:58](=[O:68])[CH2:59][C:60]1[C:65]([CH3:66])=[CH:64][N:63]=[C:62](Cl)[CH:61]=1)([CH3:56])([CH3:55])[CH3:54].[CH3:69][N:70]1[CH2:75][CH2:74][NH:73][CH2:72][CH2:71]1.[NH4+].[Cl-], predict the reaction product. The product is: [C:53]([O:57][C:58](=[O:68])[CH2:59][C:60]1[C:65]([CH3:66])=[CH:64][N:63]=[C:62]([N:73]2[CH2:74][CH2:75][N:70]([CH3:69])[CH2:71][CH2:72]2)[CH:61]=1)([CH3:56])([CH3:55])[CH3:54]. (6) Given the reactants C(Cl)(=O)C=C.[Cl:6][C:7]1[C:8]([NH:20][C:21]2[CH:26]=[C:25]([NH:27]C(=O)C=C)[CH:24]=[CH:23][N:22]=2)=[N:9][C:10]([NH:13][C:14]2[CH:15]=[N:16][N:17]([CH3:19])[CH:18]=2)=[N:11][CH:12]=1, predict the reaction product. The product is: [NH2:27][C:25]1[CH:24]=[CH:23][N:22]=[C:21]([NH:20][C:8]2[C:7]([Cl:6])=[CH:12][N:11]=[C:10]([NH:13][C:14]3[CH:15]=[N:16][N:17]([CH3:19])[CH:18]=3)[N:9]=2)[CH:26]=1.